Predict the reaction yield, written as a fraction of the theoretical maximum amount of product (1.0 means a 100% yield; for example, 0.34 means a 34% yield). From a dataset of Reaction yield outcomes from USPTO patents with 853,638 reactions. (1) The reactants are C(O[CH:5]([O:9]C(=O)C)[C:6](Cl)=[O:7])(=O)C.[Cl:13][C:14]1[C:15]([N+:21]([O-:23])=[O:22])=[C:16]([CH:18]=[CH:19][CH:20]=1)[NH2:17].C(=O)([O-])O.[K+].[Cl-].O[NH3+].S(=O)(=O)(O)O. The catalyst is C1COCC1.O. The product is [Cl:13][C:14]1[C:15]([N+:21]([O-:23])=[O:22])=[C:16]2[C:18]([C:6](=[O:7])[C:5](=[O:9])[NH:17]2)=[CH:19][CH:20]=1. The yield is 0.590. (2) The reactants are [CH3:1][O:2][C:3]1[CH:21]=[CH:20][C:6]([O:7][C:8]2[CH:9]=[CH:10][C:11]3[N:15]=[C:14]([CH2:16][OH:17])[N:13]([CH3:18])[C:12]=3[CH:19]=2)=[CH:5][CH:4]=1.O[C:23]1[CH:24]=[C:25]([CH:30]=[CH:31][CH:32]=1)[C:26]([O:28][CH3:29])=[O:27].C(P(CCCC)CCCC)CCC.N(C(N1CCCCC1)=O)=NC(N1CCCCC1)=O. The catalyst is ClCCl. The product is [CH3:1][O:2][C:3]1[CH:21]=[CH:20][C:6]([O:7][C:8]2[CH:9]=[CH:10][C:11]3[N:15]=[C:14]([CH2:16][O:17][C:23]4[CH:24]=[C:25]([CH:30]=[CH:31][CH:32]=4)[C:26]([O:28][CH3:29])=[O:27])[N:13]([CH3:18])[C:12]=3[CH:19]=2)=[CH:5][CH:4]=1. The yield is 0.750. (3) The reactants are [CH3:1][C:2]1[C:14]2[C:13](=[O:15])[C:12]3[C:7](=[CH:8][CH:9]=[CH:10][CH:11]=3)[NH:6][C:5]=2[N:4]([C:16]2[CH:21]=[CH:20][CH:19]=[CH:18][N:17]=2)[N:3]=1.[H-].[Na+].I[CH3:25].[OH-].[Na+]. The catalyst is CN(C)C=O.O. The product is [CH3:1][C:2]1[C:14]2[C:13](=[O:15])[C:12]3[C:7](=[CH:8][CH:9]=[CH:10][CH:11]=3)[N:6]([CH3:25])[C:5]=2[N:4]([C:16]2[CH:21]=[CH:20][CH:19]=[CH:18][N:17]=2)[N:3]=1. The yield is 0.400. (4) The reactants are [C:1]([C:3]1[C:4]([NH2:9])=[N:5][CH:6]=[CH:7][CH:8]=1)#[CH:2].[F:10][C:11]1[CH:16]=[C:15]([CH2:17][O:18][C:19]2[CH:24]=[CH:23][CH:22]=[CH:21][N:20]=2)[CH:14]=[CH:13][C:12]=1[CH2:25][C:26](Cl)=[N:27][OH:28].C(N(CC)CC)C. The catalyst is O1CCCC1. The product is [F:10][C:11]1[CH:16]=[C:15]([CH2:17][O:18][C:19]2[CH:24]=[CH:23][CH:22]=[CH:21][N:20]=2)[CH:14]=[CH:13][C:12]=1[CH2:25][C:26]1[CH:2]=[C:1]([C:3]2[C:4]([NH2:9])=[N:5][CH:6]=[CH:7][CH:8]=2)[O:28][N:27]=1. The yield is 0.240. (5) The yield is 0.920. The catalyst is O.C1COCC1.[Zn]. The product is [O:14]1[CH:15]=[N:16][C:12]([C:9]2[CH:10]=[CH:11][C:6]([NH2:3])=[CH:7][CH:8]=2)=[N:13]1. The reactants are [Cl-].[NH4+].[N+:3]([C:6]1[CH:11]=[CH:10][C:9]([C:12]2[N:16]=[CH:15][O:14][N:13]=2)=[CH:8][CH:7]=1)([O-])=O. (6) The reactants are Cl[C:2]1[N:7]=[C:6]([C:8]2[N:12]3[CH:13]=[CH:14][CH:15]=[CH:16][C:11]3=[N:10][C:9]=2[C:17]2[CH:18]=[CH:19][C:20]([O:34][CH:35]([CH3:37])[CH3:36])=[C:21]([CH:33]=2)[C:22]([NH:24][C:25]2[C:30]([F:31])=[CH:29][CH:28]=[CH:27][C:26]=2[F:32])=[O:23])[CH:5]=[CH:4][N:3]=1.[CH2:38]([O:40][C:41]1[CH:47]=[C:46]([N:48]2[CH2:53][CH2:52][CH:51]([CH2:54][CH2:55][S:56]([CH3:59])(=[O:58])=[O:57])[CH2:50][CH2:49]2)[C:45]([CH3:60])=[CH:44][C:42]=1[NH2:43])[CH3:39].Cl. The catalyst is FC(F)(F)CO. The product is [F:32][C:26]1[CH:27]=[CH:28][CH:29]=[C:30]([F:31])[C:25]=1[NH:24][C:22](=[O:23])[C:21]1[CH:33]=[C:17]([C:9]2[N:10]=[C:11]3[CH:16]=[CH:15][CH:14]=[CH:13][N:12]3[C:8]=2[C:6]2[CH:5]=[CH:4][N:3]=[C:2]([NH:43][C:42]3[CH:44]=[C:45]([CH3:60])[C:46]([N:48]4[CH2:53][CH2:52][CH:51]([CH2:54][CH2:55][S:56]([CH3:59])(=[O:58])=[O:57])[CH2:50][CH2:49]4)=[CH:47][C:41]=3[O:40][CH2:38][CH3:39])[N:7]=2)[CH:18]=[CH:19][C:20]=1[O:34][CH:35]([CH3:37])[CH3:36]. The yield is 0.240. (7) The yield is 0.0800. The product is [N+:17]([C:20]1[CH:27]=[CH:26][C:23]([C@H:24]2[O:12][CH2:11][C@@H:10]([NH:9][C:1](=[O:8])[C:2]3[CH:7]=[CH:6][CH:5]=[CH:4][CH:3]=3)[CH2:13][CH2:14][CH2:15][O:16]2)=[CH:22][CH:21]=1)([O-:19])=[O:18]. The catalyst is ClCCl.O1CCCC1.C(Cl)(Cl)Cl.CO. The reactants are [C:1]([NH:9][C@@H:10]([CH2:13][CH2:14][CH2:15][OH:16])[CH2:11][OH:12])(=[O:8])[C:2]1[CH:7]=[CH:6][CH:5]=[CH:4][CH:3]=1.[N+:17]([C:20]1[CH:27]=[CH:26][C:23]([CH:24]=O)=[CH:22][CH:21]=1)([O-:19])=[O:18].[N+](C1C=CC(S(O)(=O)=O)=CC=1)([O-])=O.S([O-])([O-])(=O)=O.[Na+].[Na+].C(=O)([O-])[O-].[Na+].[Na+]. (8) The product is [CH3:1][O:2][C:3]([C:5]1[CH:10]=[C:9]([N:12]=[N+:13]=[N-:14])[CH:8]=[CH:7][N:6]=1)=[O:4]. The reactants are [CH3:1][O:2][C:3]([C:5]1[CH:10]=[C:9](Cl)[CH:8]=[CH:7][N:6]=1)=[O:4].[N-:12]=[N+:13]=[N-:14].[Na+]. The yield is 0.720. The catalyst is CN(C)C=O.O.C(OCC)(=O)C. (9) The reactants are [F:1][C:2]1[CH:11]=[CH:10][C:9]([NH:12][CH2:13][CH2:14][CH2:15][CH2:16][CH2:17][CH3:18])=[CH:8][C:3]=1[C:4]([O:6][CH3:7])=[O:5].[F:19][C:20]1[CH:25]=[CH:24][C:23]([C:26]#[C:27][C:28]2[CH:35]=[CH:34][C:31]([CH:32]=O)=[CH:30][CH:29]=2)=[CH:22][CH:21]=1.C(O[BH-](OC(=O)C)OC(=O)C)(=O)C.[Na+].C([O-])(O)=O.[Na+]. The catalyst is ClCCCl. The product is [F:1][C:2]1[CH:11]=[CH:10][C:9]([N:12]([CH2:32][C:31]2[CH:30]=[CH:29][C:28]([C:27]#[C:26][C:23]3[CH:22]=[CH:21][C:20]([F:19])=[CH:25][CH:24]=3)=[CH:35][CH:34]=2)[CH2:13][CH2:14][CH2:15][CH2:16][CH2:17][CH3:18])=[CH:8][C:3]=1[C:4]([O:6][CH3:7])=[O:5]. The yield is 0.320. (10) The catalyst is CO. The product is [C:16]1([NH:15][S:14]([C:10]2[CH:9]=[C:8]([C:7]#[C:6]/[CH:5]=[CH:4]/[C:3]([OH:24])=[O:2])[CH:13]=[CH:12][CH:11]=2)(=[O:23])=[O:22])[CH:17]=[CH:18][CH:19]=[CH:20][CH:21]=1. The yield is 0.950. The reactants are C[O:2][C:3](=[O:24])/[CH:4]=[CH:5]/[C:6]#[C:7][C:8]1[CH:13]=[CH:12][CH:11]=[C:10]([S:14](=[O:23])(=[O:22])[NH:15][C:16]2[CH:21]=[CH:20][CH:19]=[CH:18][CH:17]=2)[CH:9]=1.[OH-].[Na+].